Dataset: Reaction yield outcomes from USPTO patents with 853,638 reactions. Task: Predict the reaction yield, written as a fraction of the theoretical maximum amount of product (1.0 means a 100% yield; for example, 0.34 means a 34% yield). (1) The reactants are [ClH:1].Cl.[CH3:3][C:4]1[CH:5]=[C:6]([O:19][S:20]([C:23]2[CH:28]=[CH:27][CH:26]=[CH:25][C:24]=2[S:29]([N:32](CC)[CH2:33][C:34]2[CH:39]=[CH:38][N:37]=[CH:36][CH:35]=2)(=[O:31])=[O:30])(=[O:22])=[O:21])[CH:7]=[C:8]([CH:18]=1)[O:9][CH2:10][CH2:11][CH2:12][O:13][NH:14][C:15]([NH2:17])=[NH:16].[C:42]([C:44](=CC1C=CC(O)=CC=1)C(O)=O)#N. No catalyst specified. The product is [ClH:1].[ClH:1].[CH3:3][C:4]1[CH:5]=[C:6]([O:19][S:20]([C:23]2[CH:28]=[CH:27][CH:26]=[CH:25][C:24]=2[S:29]([NH:32][CH2:33][C:34]2[C:35]([CH2:42][CH3:44])=[CH:36][N:37]=[CH:38][CH:39]=2)(=[O:30])=[O:31])(=[O:21])=[O:22])[CH:7]=[C:8]([CH:18]=1)[O:9][CH2:10][CH2:11][CH2:12][O:13][NH:14][C:15]([NH2:17])=[NH:16]. The yield is 0.840. (2) The product is [CH2:1]([N:3]1[CH:7]=[C:6]([NH:8][C:9]2[N:14]=[C:13]([NH:15][C:16]3[CH:17]=[N:18][N:19]([CH2:21][CH3:22])[CH:20]=3)[C:12]([NH2:23])=[CH:11][N:10]=2)[CH:5]=[N:4]1)[CH3:2]. The reactants are [CH2:1]([N:3]1[CH:7]=[C:6]([NH:8][C:9]2[N:14]=[C:13]([NH:15][C:16]3[CH:17]=[N:18][N:19]([CH2:21][CH3:22])[CH:20]=3)[C:12]([N+:23]([O-])=O)=[CH:11][N:10]=2)[CH:5]=[N:4]1)[CH3:2]. The catalyst is CO.[Pd]. The yield is 0.830.